Predict which catalyst facilitates the given reaction. From a dataset of Catalyst prediction with 721,799 reactions and 888 catalyst types from USPTO. (1) Reactant: C([O:3][C:4]([C:6]1[N:7]=[CH:8][N:9]([C:11]2[CH:12]=[C:13]([C:17]3[CH:22]=[C:21]([F:23])[CH:20]=[CH:19][C:18]=3[O:24][CH3:25])[CH:14]=[CH:15][CH:16]=2)[CH:10]=1)=[O:5])C.[OH-].[K+]. Product: [F:23][C:21]1[CH:20]=[CH:19][C:18]([O:24][CH3:25])=[C:17]([C:13]2[CH:14]=[CH:15][CH:16]=[C:11]([N:9]3[CH:10]=[C:6]([C:4]([OH:5])=[O:3])[N:7]=[CH:8]3)[CH:12]=2)[CH:22]=1. The catalyst class is: 8. (2) Reactant: [CH:1]1([CH2:4][O:5][C:6]2[CH:14]=[CH:13][C:9]3[O:10][CH2:11][O:12][C:8]=3[C:7]=2[C:15]2[C:16]3[NH:23][CH:22]=[C:21]([C:24]([NH:26][C@@H:27]([C:33]([N:35]4[CH2:40][CH2:39][CH:38]([N:41]5[N:50]=[C:49]([C:51]6[CH:56]=[CH:55][C:54]([O:57][CH3:58])=[C:53]([O:59][CH3:60])[CH:52]=6)[C@@H:48]6[C@@H:43]([CH2:44][CH2:45][CH2:46][CH2:47]6)[C:42]5=[O:61])[CH2:37][CH2:36]4)=[O:34])[CH2:28][CH2:29][C:30]([OH:32])=O)=[O:25])[C:17]=3[N:18]=[CH:19][N:20]=2)[CH2:3][CH2:2]1.[NH:62]1[CH2:66][CH2:65][CH2:64][CH2:63]1.CCOC(C(C#N)=NOC(N1CCOCC1)=[N+](C)C)=O.F[P-](F)(F)(F)(F)F.CCN(C(C)C)C(C)C. Product: [CH:1]1([CH2:4][O:5][C:6]2[CH:14]=[CH:13][C:9]3[O:10][CH2:11][O:12][C:8]=3[C:7]=2[C:15]2[C:16]3[NH:23][CH:22]=[C:21]([C:24]([NH:26][C@H:27]([CH2:28][CH2:29][C:30](=[O:32])[N:62]4[CH2:66][CH2:65][CH2:64][CH2:63]4)[C:33]([N:35]4[CH2:40][CH2:39][CH:38]([N:41]5[N:50]=[C:49]([C:51]6[CH:56]=[CH:55][C:54]([O:57][CH3:58])=[C:53]([O:59][CH3:60])[CH:52]=6)[C@@H:48]6[C@@H:43]([CH2:44][CH2:45][CH2:46][CH2:47]6)[C:42]5=[O:61])[CH2:37][CH2:36]4)=[O:34])=[O:25])[C:17]=3[N:18]=[CH:19][N:20]=2)[CH2:3][CH2:2]1. The catalyst class is: 2. (3) Reactant: CCN(C(C)C)C(C)C.[OH:10][CH:11]([CH:15]([NH:23][C:24](=[O:42])[C:25]1[CH:30]=[CH:29][CH:28]=[N:27][C:26]=1[C:31]1[N:32]=[C:33]([C:36]2[CH:41]=[CH:40][CH:39]=[CH:38][CH:37]=2)[S:34][CH:35]=1)[CH2:16][C:17]1[CH:22]=[CH:21][CH:20]=[CH:19][CH:18]=1)[C:12](O)=[O:13].F[P-](F)(F)(F)(F)F.[N:50]1([O:59][C:60](N(C)C)=[N+](C)C)C2N=CC=CC=2N=N1. Product: [OH:10][CH:11]([C:12]([NH:50][O:59][CH3:60])=[O:13])[CH:15]([NH:23][C:24](=[O:42])[C:25]1[CH:30]=[CH:29][CH:28]=[N:27][C:26]=1[C:31]1[N:32]=[C:33]([C:36]2[CH:37]=[CH:38][CH:39]=[CH:40][CH:41]=2)[S:34][CH:35]=1)[CH2:16][C:17]1[CH:18]=[CH:19][CH:20]=[CH:21][CH:22]=1. The catalyst class is: 4. (4) Reactant: [C:1]([O:5][C:6](=[O:19])[NH:7][C:8]1[CH:13]=[C:12](Cl)[C:11]([Cl:15])=[CH:10][C:9]=1[N+:16]([O-:18])=[O:17])([CH3:4])([CH3:3])[CH3:2].[CH:20]([NH:23][CH3:24])([CH3:22])[CH3:21]. Product: [C:1]([O:5][C:6](=[O:19])[NH:7][C:8]1[CH:13]=[C:12]([N:23]([CH:20]([CH3:22])[CH3:21])[CH3:24])[C:11]([Cl:15])=[CH:10][C:9]=1[N+:16]([O-:18])=[O:17])([CH3:4])([CH3:3])[CH3:2]. The catalyst class is: 16.